Dataset: NCI-60 drug combinations with 297,098 pairs across 59 cell lines. Task: Regression. Given two drug SMILES strings and cell line genomic features, predict the synergy score measuring deviation from expected non-interaction effect. (1) Drug 1: C1=CC(=CC=C1CCCC(=O)O)N(CCCl)CCCl. Drug 2: CC1=CC=C(C=C1)C2=CC(=NN2C3=CC=C(C=C3)S(=O)(=O)N)C(F)(F)F. Cell line: MCF7. Synergy scores: CSS=28.1, Synergy_ZIP=-9.96, Synergy_Bliss=-3.43, Synergy_Loewe=-4.12, Synergy_HSA=-1.76. (2) Drug 1: C1CCC(C1)C(CC#N)N2C=C(C=N2)C3=C4C=CNC4=NC=N3. Drug 2: CCC1(CC2CC(C3=C(CCN(C2)C1)C4=CC=CC=C4N3)(C5=C(C=C6C(=C5)C78CCN9C7C(C=CC9)(C(C(C8N6C)(C(=O)OC)O)OC(=O)C)CC)OC)C(=O)OC)O.OS(=O)(=O)O. Cell line: KM12. Synergy scores: CSS=52.9, Synergy_ZIP=-1.20, Synergy_Bliss=-3.01, Synergy_Loewe=-11.9, Synergy_HSA=1.51. (3) Drug 1: CC1C(C(=O)NC(C(=O)N2CCCC2C(=O)N(CC(=O)N(C(C(=O)O1)C(C)C)C)C)C(C)C)NC(=O)C3=C4C(=C(C=C3)C)OC5=C(C(=O)C(=C(C5=N4)C(=O)NC6C(OC(=O)C(N(C(=O)CN(C(=O)C7CCCN7C(=O)C(NC6=O)C(C)C)C)C)C(C)C)C)N)C. Drug 2: C1=NNC2=C1C(=O)NC=N2. Cell line: CCRF-CEM. Synergy scores: CSS=18.4, Synergy_ZIP=-6.65, Synergy_Bliss=-8.78, Synergy_Loewe=-16.7, Synergy_HSA=-6.18. (4) Drug 2: C1CN1C2=NC(=NC(=N2)N3CC3)N4CC4. Drug 1: C1CN1P(=S)(N2CC2)N3CC3. Cell line: SK-MEL-2. Synergy scores: CSS=20.8, Synergy_ZIP=-5.28, Synergy_Bliss=0.279, Synergy_Loewe=-16.1, Synergy_HSA=-1.60. (5) Drug 1: C1CC(=O)NC(=O)C1N2CC3=C(C2=O)C=CC=C3N. Synergy scores: CSS=0.158, Synergy_ZIP=-1.80, Synergy_Bliss=-3.15, Synergy_Loewe=-2.60, Synergy_HSA=-2.51. Drug 2: CC1CCCC2(C(O2)CC(NC(=O)CC(C(C(=O)C(C1O)C)(C)C)O)C(=CC3=CSC(=N3)C)C)C. Cell line: UACC62. (6) Drug 1: C#CCC(CC1=CN=C2C(=N1)C(=NC(=N2)N)N)C3=CC=C(C=C3)C(=O)NC(CCC(=O)O)C(=O)O. Drug 2: C(CN)CNCCSP(=O)(O)O. Cell line: IGROV1. Synergy scores: CSS=-2.81, Synergy_ZIP=1.76, Synergy_Bliss=-0.509, Synergy_Loewe=-4.24, Synergy_HSA=-4.23.